This data is from Reaction yield outcomes from USPTO patents with 853,638 reactions. The task is: Predict the reaction yield, written as a fraction of the theoretical maximum amount of product (1.0 means a 100% yield; for example, 0.34 means a 34% yield). The reactants are [CH2:1]([N:3]([CH2:12][CH3:13])[C:4]([CH:6]1[CH2:11][CH2:10][CH2:9][NH:8][CH2:7]1)=[O:5])[CH3:2].C(N(CC)C(C)C)(C)C.Cl[C:24]1[N:29]=[C:28]([O:30][C:31]2[CH:57]=[CH:56][C:55]([F:58])=[CH:54][C:32]=2[CH2:33][NH:34][C:35]([NH:37][C:38]2[N:42]([C:43]3[CH:48]=[CH:47][C:46]([CH3:49])=[CH:45][CH:44]=3)[N:41]=[C:40]([C:50]([CH3:53])([CH3:52])[CH3:51])[CH:39]=2)=[O:36])[CH:27]=[CH:26][N:25]=1.C(=O)(O)[O-].[Na+]. The catalyst is C(O)C. The product is [CH2:12]([N:3]([CH2:1][CH3:2])[C:4]([CH:6]1[CH2:11][CH2:10][CH2:9][N:8]([C:24]2[N:29]=[C:28]([O:30][C:31]3[CH:57]=[CH:56][C:55]([F:58])=[CH:54][C:32]=3[CH2:33][NH:34][C:35]([NH:37][C:38]3[N:42]([C:43]4[CH:44]=[CH:45][C:46]([CH3:49])=[CH:47][CH:48]=4)[N:41]=[C:40]([C:50]([CH3:53])([CH3:52])[CH3:51])[CH:39]=3)=[O:36])[CH:27]=[CH:26][N:25]=2)[CH2:7]1)=[O:5])[CH3:13]. The yield is 0.770.